From a dataset of NCI-60 drug combinations with 297,098 pairs across 59 cell lines. Regression. Given two drug SMILES strings and cell line genomic features, predict the synergy score measuring deviation from expected non-interaction effect. (1) Drug 1: CC(C)(C#N)C1=CC(=CC(=C1)CN2C=NC=N2)C(C)(C)C#N. Drug 2: C1CNP(=O)(OC1)N(CCCl)CCCl. Cell line: MCF7. Synergy scores: CSS=-1.44, Synergy_ZIP=-0.347, Synergy_Bliss=-2.40, Synergy_Loewe=-3.04, Synergy_HSA=-3.14. (2) Drug 1: C1CCC(CC1)NC(=O)N(CCCl)N=O. Drug 2: CC(C)NC(=O)C1=CC=C(C=C1)CNNC.Cl. Cell line: A549. Synergy scores: CSS=-0.0515, Synergy_ZIP=-3.83, Synergy_Bliss=-1.84, Synergy_Loewe=-10.4, Synergy_HSA=-5.24. (3) Drug 1: C1=CC(=CC=C1CCC2=CNC3=C2C(=O)NC(=N3)N)C(=O)NC(CCC(=O)O)C(=O)O. Drug 2: C1CC(=O)NC(=O)C1N2C(=O)C3=CC=CC=C3C2=O. Cell line: SN12C. Synergy scores: CSS=22.6, Synergy_ZIP=9.55, Synergy_Bliss=8.65, Synergy_Loewe=-7.13, Synergy_HSA=9.35. (4) Drug 1: C1=CC(=CC=C1CCC2=CNC3=C2C(=O)NC(=N3)N)C(=O)NC(CCC(=O)O)C(=O)O. Drug 2: CC(C)(C#N)C1=CC(=CC(=C1)CN2C=NC=N2)C(C)(C)C#N. Cell line: SN12C. Synergy scores: CSS=14.4, Synergy_ZIP=-12.5, Synergy_Bliss=-7.48, Synergy_Loewe=-12.2, Synergy_HSA=-6.28. (5) Drug 1: CC1=C2C(C(=O)C3(C(CC4C(C3C(C(C2(C)C)(CC1OC(=O)C(C(C5=CC=CC=C5)NC(=O)OC(C)(C)C)O)O)OC(=O)C6=CC=CC=C6)(CO4)OC(=O)C)OC)C)OC. Drug 2: CC12CCC3C(C1CCC2OP(=O)(O)O)CCC4=C3C=CC(=C4)OC(=O)N(CCCl)CCCl.[Na+]. Cell line: SF-295. Synergy scores: CSS=49.7, Synergy_ZIP=7.42, Synergy_Bliss=7.44, Synergy_Loewe=-17.2, Synergy_HSA=9.27. (6) Drug 1: CS(=O)(=O)C1=CC(=C(C=C1)C(=O)NC2=CC(=C(C=C2)Cl)C3=CC=CC=N3)Cl. Drug 2: CCCS(=O)(=O)NC1=C(C(=C(C=C1)F)C(=O)C2=CNC3=C2C=C(C=N3)C4=CC=C(C=C4)Cl)F. Cell line: HCC-2998. Synergy scores: CSS=-8.51, Synergy_ZIP=3.12, Synergy_Bliss=-6.26, Synergy_Loewe=-15.4, Synergy_HSA=-15.2. (7) Drug 1: C#CCC(CC1=CN=C2C(=N1)C(=NC(=N2)N)N)C3=CC=C(C=C3)C(=O)NC(CCC(=O)O)C(=O)O. Drug 2: C1CNP(=O)(OC1)N(CCCl)CCCl. Cell line: RXF 393. Synergy scores: CSS=-3.93, Synergy_ZIP=-0.417, Synergy_Bliss=-5.84, Synergy_Loewe=-4.22, Synergy_HSA=-7.45. (8) Drug 1: CC1C(C(CC(O1)OC2CC(OC(C2O)C)OC3=CC4=CC5=C(C(=O)C(C(C5)C(C(=O)C(C(C)O)O)OC)OC6CC(C(C(O6)C)O)OC7CC(C(C(O7)C)O)OC8CC(C(C(O8)C)O)(C)O)C(=C4C(=C3C)O)O)O)O. Synergy scores: CSS=29.7, Synergy_ZIP=-0.496, Synergy_Bliss=0.00815, Synergy_Loewe=-22.8, Synergy_HSA=0.803. Drug 2: C1C(C(OC1N2C=NC3=C2NC=NCC3O)CO)O. Cell line: SF-295. (9) Cell line: LOX IMVI. Drug 2: C1=NNC2=C1C(=O)NC=N2. Drug 1: C1=C(C(=O)NC(=O)N1)F. Synergy scores: CSS=28.5, Synergy_ZIP=-6.97, Synergy_Bliss=-11.5, Synergy_Loewe=-7.94, Synergy_HSA=-7.04.